Task: Regression. Given a peptide amino acid sequence and an MHC pseudo amino acid sequence, predict their binding affinity value. This is MHC class II binding data.. Dataset: Peptide-MHC class II binding affinity with 134,281 pairs from IEDB (1) The peptide sequence is DVKFPGGGCIVGGVY. The MHC is HLA-DQA10501-DQB10301 with pseudo-sequence HLA-DQA10501-DQB10301. The binding affinity (normalized) is 0.676. (2) The peptide sequence is GVFIHNDVEAWMDRYKYY. The MHC is DRB1_0401 with pseudo-sequence DRB1_0401. The binding affinity (normalized) is 0.199.